Dataset: Reaction yield outcomes from USPTO patents with 853,638 reactions. Task: Predict the reaction yield, written as a fraction of the theoretical maximum amount of product (1.0 means a 100% yield; for example, 0.34 means a 34% yield). (1) The reactants are [CH2:1]([OH:77])[C@H:2]1[O:7][C@@H:6]2[O:8][C@H:9]3[C@H:14]([OH:15])[C@@H:13]([OH:16])[C@@H:12]([O:17][C@H:18]4[C@H:23]([OH:24])[C@@H:22]([OH:25])[C@@H:21]([O:26][C@H:27]5[C@H:32]([OH:33])[C@@H:31]([OH:34])[C@@H:30]([O:35][C@H:36]6[C@H:41]([OH:42])[C@@H:40]([OH:43])[C@@H:39]([O:44][C@H:45]7[C@H:50]([OH:51])[C@@H:49]([OH:52])[C@@H:48]([O:53][C@H:54]8[C@H:60]([OH:61])[C@@H:59]([OH:62])[C@@H:57]([O:58][C@H:3]1[C@H:4]([OH:76])[C@H:5]2[OH:75])[O:56][C@@H:55]8[CH2:63][OH:64])[O:47][C@@H:46]7[CH2:65][OH:66])[O:38][C@@H:37]6[CH2:67][OH:68])[O:29][C@@H:28]5[CH2:69][OH:70])[O:20][C@@H:19]4[CH2:71][OH:72])[O:11][C@@H:10]3[CH2:73][OH:74].C(ON1C(=O)CCC1=O)(=O)CCCCCCC(ON1C(=O)CCC1=O)=O.C(ON1C(=O)CCC1=O)(=O)CCCCCCC(ON1C(=O)CCC1=O)=O. No catalyst specified. The product is [CH2:67]([OH:68])[C@H:37]1[O:38][C@@H:39]2[O:44][C@H:45]3[C@H:50]([OH:51])[C@@H:49]([OH:52])[C@@H:48]([O:53][C@H:54]4[C@H:60]([OH:61])[C@@H:59]([OH:62])[C@@H:57]([O:58][C@H:3]5[C@H:4]([OH:76])[C@@H:5]([OH:75])[C@@H:6]([O:8][C@H:9]6[C@H:14]([OH:15])[C@@H:13]([OH:16])[C@@H:12]([O:17][C@H:18]7[C@H:23]([OH:24])[C@@H:22]([OH:25])[C@@H:21]([O:26][C@H:27]8[C@H:32]([OH:33])[C@@H:31]([OH:34])[C@@H:30]([O:35][C@H:36]1[C@H:41]([OH:42])[C@H:40]2[OH:43])[O:29][C@@H:28]8[CH2:69][OH:70])[O:20][C@@H:19]7[CH2:71][OH:72])[O:11][C@@H:10]6[CH2:73][OH:74])[O:7][C@@H:2]5[CH2:1][OH:77])[O:56][C@@H:55]4[CH2:63][OH:64])[O:47][C@@H:46]3[CH2:65][OH:66]. The yield is 0.670. (2) The product is [CH3:1][O:2][C:3]1[CH:8]=[CH:7][C:6]([O:9][CH3:10])=[CH:5][C:4]=1[S:11][C:12]1[N:13]=[C:14]2[C:19]([N:20]=1)=[C:18]([NH2:21])[N:17]=[CH:16][N:15]2[CH2:23][C:24]1[CH:29]=[CH:28][C:27]([F:30])=[CH:26][CH:25]=1. The yield is 0.340. The reactants are [CH3:1][O:2][C:3]1[CH:8]=[CH:7][C:6]([O:9][CH3:10])=[CH:5][C:4]=1[S:11][C:12]1[NH:13][C:14]2[C:19]([N:20]=1)=[C:18]([NH2:21])[N:17]=[CH:16][N:15]=2.Br[CH2:23][C:24]1[CH:29]=[CH:28][C:27]([F:30])=[CH:26][CH:25]=1. No catalyst specified. (3) The yield is 0.860. The catalyst is C1C=CC=CC=1. The product is [CH3:1][O:2][C:3]([C:5]1[CH:10]=[N:9][C:8]([CH2:11][CH:12]2[O:16][CH2:15][CH2:14][O:13]2)=[CH:7][N:6]=1)=[O:4]. The reactants are [CH3:1][O:2][C:3]([C:5]1[CH:10]=[N:9][C:8]([CH2:11][CH:12]=[O:13])=[CH:7][N:6]=1)=[O:4].[CH2:14](O)[CH2:15][OH:16].O.C1(C)C=CC(S(O)(=O)=O)=CC=1. (4) The reactants are [CH2:1]([O:3][C:4]([C:6]1[CH:7]=[N:8][N:9]([CH3:21])[C:10]=1[NH:11][C:12]1[CH:17]=[CH:16][CH:15]=[CH:14][C:13]=1[N+:18]([O-])=O)=[O:5])[CH3:2]. The catalyst is CO.[Pd]. The product is [CH2:1]([O:3][C:4]([C:6]1[CH:7]=[N:8][N:9]([CH3:21])[C:10]=1[NH:11][C:12]1[CH:17]=[CH:16][CH:15]=[CH:14][C:13]=1[NH2:18])=[O:5])[CH3:2]. The yield is 0.870. (5) The reactants are [C:1]1([S:7]([N:10]2[C:14]3=[N:15][C:16]([O:19][CH3:20])=[CH:17][CH:18]=[C:13]3[CH:12]=[C:11]2[CH:21]([OH:28])[CH2:22][CH:23]2[CH2:27][CH2:26][CH2:25][CH2:24]2)(=[O:9])=[O:8])[CH:6]=[CH:5][CH:4]=[CH:3][CH:2]=1.CC(OI1(OC(C)=O)(OC(C)=O)OC(=O)C2C=CC=CC1=2)=O. The catalyst is ClCCl. The product is [C:1]1([S:7]([N:10]2[C:14]3=[N:15][C:16]([O:19][CH3:20])=[CH:17][CH:18]=[C:13]3[CH:12]=[C:11]2[C:21](=[O:28])[CH2:22][CH:23]2[CH2:24][CH2:25][CH2:26][CH2:27]2)(=[O:8])=[O:9])[CH:2]=[CH:3][CH:4]=[CH:5][CH:6]=1. The yield is 0.420. (6) The reactants are Cl[C:2]1[CH:3]=[CH:4][C:5]2[N:11]3[CH2:12][C@H:8]([CH2:9][CH2:10]3)[NH:7][C:6]=2[N:13]=1.[F:14][C:15]([F:23])([F:22])[CH:16]1[CH2:21][CH2:20][CH2:19][NH:18][CH2:17]1.CC(C)([O-])C.[K+]. The catalyst is COCCOC.O. The product is [F:14][C:15]([F:23])([F:22])[CH:16]1[CH2:21][CH2:20][CH2:19][N:18]([C:2]2[CH:3]=[CH:4][C:5]3[N:11]4[CH2:12][C@H:8]([CH2:9][CH2:10]4)[NH:7][C:6]=3[N:13]=2)[CH2:17]1. The yield is 0.150.